This data is from Full USPTO retrosynthesis dataset with 1.9M reactions from patents (1976-2016). The task is: Predict the reactants needed to synthesize the given product. Given the product [CH:25]([C:28]1[CH:33]=[CH:32][C:31]([C:34]2[C:42]3[C:41]([CH3:43])=[CH:40][C:39]([CH3:44])=[C:38]([CH3:45])[C:37]=3[O:36][CH:35]=2)=[C:30]([O:47][CH3:48])[CH:29]=1)([CH3:27])[CH3:26], predict the reactants needed to synthesize it. The reactants are: C(C1C=CC=C(OC)C=1C(=O)COC1C=C(C)C=C(C)C=1C)(C)C.[CH:25]([C:28]1[CH:33]=[CH:32][C:31]([C:34](=O)[CH2:35][O:36][C:37]2[CH:42]=[C:41]([CH3:43])[CH:40]=[C:39]([CH3:44])[C:38]=2[CH3:45])=[C:30]([O:47][CH3:48])[CH:29]=1)([CH3:27])[CH3:26].O.[O-2].[O-2].[O-2].O=[Si]=O.O=[Si]=O.O=[Si]=O.O=[Si]=O.[Al+3].[Al+3].